From a dataset of Forward reaction prediction with 1.9M reactions from USPTO patents (1976-2016). Predict the product of the given reaction. (1) Given the reactants [N+](C1C=CC([O:10][C:11]([N:13]2[CH2:18][CH2:17][CH:16]([C:19]3[CH:24]=[CH:23][C:22]([NH:25][C:26]([C:28]4[N:29]=[C:30]([C:37]5[CH:42]=[CH:41][CH:40]=[CH:39][CH:38]=5)[O:31][C:32]=4[C:33]([F:36])([F:35])[F:34])=[O:27])=[CH:21][CH:20]=3)[CH2:15][CH2:14]2)=O)=CC=1)([O-])=O.C[O:44][C:45](=[O:54])[CH2:46][CH2:47][CH:48]1[CH2:53][CH2:52][NH:51][CH2:50][CH2:49]1, predict the reaction product. The product is: [C:37]1([C:30]2[O:31][C:32]([C:33]([F:35])([F:34])[F:36])=[C:28]([C:26]([NH:25][C:22]3[CH:21]=[CH:20][C:19]([CH:16]4[CH2:15][CH2:14][N:13]([C:11]([N:51]5[CH2:52][CH2:53][CH:48]([CH2:47][CH2:46][C:45]([OH:44])=[O:54])[CH2:49][CH2:50]5)=[O:10])[CH2:18][CH2:17]4)=[CH:24][CH:23]=3)=[O:27])[N:29]=2)[CH:42]=[CH:41][CH:40]=[CH:39][CH:38]=1. (2) Given the reactants Cl[C:2]1[CH:3]=[CH:4][N:5]2[C:10]([C:11]=1[CH3:12])=[C:9]([CH:13]1[CH2:15][CH2:14]1)[CH:8]=[C:7]([C:16]([O:18][CH3:19])=[O:17])[C:6]2=[O:20].CC1(C)C(C)(C)OB([C:29]2[CH:30]=[CH:31][C:32]([OH:35])=[N:33][CH:34]=2)O1, predict the reaction product. The product is: [OH:35][C:32]1[N:33]=[CH:34][C:29]([C:2]2[CH:3]=[CH:4][N:5]3[C:10]([C:11]=2[CH3:12])=[C:9]([CH:13]2[CH2:15][CH2:14]2)[CH:8]=[C:7]([C:16]([O:18][CH3:19])=[O:17])[C:6]3=[O:20])=[CH:30][CH:31]=1. (3) Given the reactants CNCC[C:5]#[C:6][C:7]1[CH:12]=[CH:11][CH:10]=[CH:9][N:8]=1.ClC1C=CC=C(Cl)C=1C(Cl)=[O:17], predict the reaction product. The product is: [C:9]([NH2:8])(=[O:17])[C:10]1[CH:5]=[CH:6][CH:7]=[CH:12][CH:11]=1. (4) Given the reactants FC(F)(F)[C:3]([C:5]1[C:13]2[C:8](=[C:9]([CH3:15])[CH:10]=[CH:11][C:12]=2[F:14])[NH:7][CH:6]=1)=[O:4].[OH2:18], predict the reaction product. The product is: [F:14][C:12]1[CH:11]=[CH:10][C:9]([CH3:15])=[C:8]2[C:13]=1[C:5]([C:3]([OH:4])=[O:18])=[CH:6][NH:7]2. (5) Given the reactants [C:1]1([C:7]2[N:16]=[C:15]([C:17](O)=[O:18])[C:14]3[C:9](=[CH:10][CH:11]=[CH:12][CH:13]=3)[N:8]=2)[CH:6]=[CH:5][CH:4]=[CH:3][CH:2]=1.Cl.[OH:21][C:22]1[C:31]([O:32][CH3:33])=[CH:30][CH:29]=[C:28]2[C:23]=1[CH2:24][CH2:25][NH:26][CH2:27]2, predict the reaction product. The product is: [C:1]1([C:7]2[N:16]=[C:15]([C:17]([N:26]3[CH2:25][CH2:24][C:23]4[C:28](=[CH:29][CH:30]=[C:31]([O:32][CH3:33])[C:22]=4[OH:21])[CH2:27]3)=[O:18])[C:14]3[C:9](=[CH:10][CH:11]=[CH:12][CH:13]=3)[N:8]=2)[CH:2]=[CH:3][CH:4]=[CH:5][CH:6]=1. (6) Given the reactants [OH-].[Na+].C[O:4][C:5](=[O:23])[C:6]1[CH:11]=[CH:10][C:9]([NH:12][C:13]2[CH:22]=[CH:21][CH:20]=[C:19]3[C:14]=2[CH:15]=[CH:16][CH:17]=[N:18]3)=[CH:8][CH:7]=1, predict the reaction product. The product is: [N:18]1[C:19]2[C:14](=[C:13]([NH:12][C:9]3[CH:10]=[CH:11][C:6]([C:5]([OH:23])=[O:4])=[CH:7][CH:8]=3)[CH:22]=[CH:21][CH:20]=2)[CH:15]=[CH:16][CH:17]=1.